This data is from Catalyst prediction with 721,799 reactions and 888 catalyst types from USPTO. The task is: Predict which catalyst facilitates the given reaction. (1) Reactant: C(OCOC([C:9]1[CH:14]=[CH:13][C:12]([CH3:15])=[CH:11][C:10]=1[B:16]1[O:20][C:19]([CH3:22])([CH3:21])C(C)(C)[O:17]1)(C)C)C.Cl. Product: [CH3:22][C:19]1([CH3:21])[O:20][B:16]([OH:17])[C:10]2[CH:11]=[C:12]([CH3:15])[CH:13]=[CH:14][C:9]1=2. The catalyst class is: 1. (2) Reactant: [Mg:1].C(Cl)(Cl)(Cl)Cl.[CH:7]1([C:10](=[O:19])[CH2:11][C:12]([O:14][C:15]([CH3:18])([CH3:17])[CH3:16])=[O:13])[CH2:9][CH2:8]1. Product: [Mg:1].[CH:7]1([C:10](=[O:19])[CH2:11][C:12]([O:14][C:15]([CH3:17])([CH3:16])[CH3:18])=[O:13])[CH2:9][CH2:8]1. The catalyst class is: 5.